This data is from Catalyst prediction with 721,799 reactions and 888 catalyst types from USPTO. The task is: Predict which catalyst facilitates the given reaction. (1) Reactant: Br[C:2]1[C:3]([O:8][C:9]2[CH:14]=[CH:13][C:12]([C:15]([C:17]3[N:21](C4CCCCO4)[C:20]4[CH:28]=[CH:29][CH:30]=[CH:31][C:19]=4[N:18]=3)=[O:16])=[CH:11][CH:10]=2)=[N:4][CH:5]=[CH:6][CH:7]=1.[NH:32]1[CH2:37][CH2:36][CH2:35][CH2:34][CH2:33]1.C(=O)([O-])[O-].[Cs+].[Cs+].C1C=CC(P(C2C=CC3C(=CC=CC=3)C=2C2C3C(=CC=CC=3)C=CC=2P(C2C=CC=CC=2)C2C=CC=CC=2)C2C=CC=CC=2)=CC=1.C(O)(C(F)(F)F)=O.N. Product: [NH:18]1[C:19]2[CH:31]=[CH:30][CH:29]=[CH:28][C:20]=2[N:21]=[C:17]1[C:15]([C:12]1[CH:13]=[CH:14][C:9]([O:8][C:3]2[C:2]([N:32]3[CH2:37][CH2:36][CH2:35][CH2:34][CH2:33]3)=[CH:7][CH:6]=[CH:5][N:4]=2)=[CH:10][CH:11]=1)=[O:16]. The catalyst class is: 442. (2) Product: [CH:1]([C:5]1[C:6]([CH3:20])=[CH:7][C:8]([I:19])=[C:9]([CH:18]=1)[O:10][C:11](=[CH:14][NH:15][C:17]1[CH:27]=[CH:28][CH:23]=[CH:24][CH:25]=1)[C:12]#[N:13])=[CH:2][CH:3]=[CH2:4]. The catalyst class is: 8. Reactant: [CH:1]([C:5]1[C:6]([CH3:20])=[CH:7][C:8]([I:19])=[C:9]([CH:18]=1)[O:10][C:11](=[CH:14][N:15]([CH3:17])C)[C:12]#[N:13])=[CH:2][CH:3]=[CH2:4].Cl.N[C:23]1[CH:28]=[CH:27]C=[CH:25][CH:24]=1. (3) Reactant: [C:1](N1C=CN=C1)(N1C=CN=C1)=[S:2].C1CCN2C(=NCCC2)CC1.[Cl:24][C:25]1[CH:26]=[CH:27][C:28]2[N:29]([N:31]=[C:32]([C:45]3[CH:50]=[CH:49][CH:48]=[CH:47][CH:46]=3)[C:33]=2[CH2:34][C:35]2[N:40]=[C:39]([C:41]([NH:43][OH:44])=[NH:42])[CH:38]=[CH:37][CH:36]=2)[CH:30]=1.Cl. Product: [Cl:24][C:25]1[CH:26]=[CH:27][C:28]2[N:29]([N:31]=[C:32]([C:45]3[CH:46]=[CH:47][CH:48]=[CH:49][CH:50]=3)[C:33]=2[CH2:34][C:35]2[N:40]=[C:39]([C:41]3[NH:42][C:1](=[S:2])[O:44][N:43]=3)[CH:38]=[CH:37][CH:36]=2)[CH:30]=1. The catalyst class is: 10. (4) Reactant: [H-].[H-].[H-].[H-].[Li+].[Al+3].[CH2:7]([C:9]1[CH:14]=[CH:13][CH:12]=[C:11]([CH2:15][CH3:16])[C:10]=1[C:17]1[N:22]=[C:21]([N:23]2[CH2:28][CH2:27][C:26]([O:31][Si](C)(C)C)([C:29]#[N:30])[CH2:25][CH2:24]2)[C:20]([CH2:36][N:37]([CH3:48])[CH:38]2[C:47]3[C:42](=[CH:43][CH:44]=[CH:45][CH:46]=3)[CH2:41][CH2:40][CH2:39]2)=[C:19]([CH3:49])[N:18]=1)[CH3:8].O.[O-]S([O-])(=O)=O.[Mg+2]. Product: [NH2:30][CH2:29][C:26]1([OH:31])[CH2:27][CH2:28][N:23]([C:21]2[C:20]([CH2:36][N:37]([CH3:48])[C@@H:38]3[C:47]4[C:42](=[CH:43][CH:44]=[CH:45][CH:46]=4)[CH2:41][CH2:40][CH2:39]3)=[C:19]([CH3:49])[N:18]=[C:17]([C:10]3[C:9]([CH2:7][CH3:8])=[CH:14][CH:13]=[CH:12][C:11]=3[CH2:15][CH3:16])[N:22]=2)[CH2:24][CH2:25]1. The catalyst class is: 49. (5) Reactant: [F:1][C:2]([F:22])([F:21])[C:3]1[CH:4]=[C:5]([CH:18]=[CH:19][CH:20]=1)[C:6]([NH:8][C:9]1[CH:10]=[C:11](B(O)O)[CH:12]=[CH:13][CH:14]=1)=[O:7].Cl[C:24]1[C:25]2[CH:32]=[CH:31][NH:30][C:26]=2[N:27]=[CH:28][N:29]=1.C1(P(C2C=CC=CC=2)C2C=CC=CC=2)C=CC=CC=1.C(=O)([O-])[O-].[Na+].[Na+]. Product: [N:27]1[C:26]2[NH:30][CH:31]=[CH:32][C:25]=2[C:24]([C:11]2[CH:10]=[C:9]([NH:8][C:6](=[O:7])[C:5]3[CH:18]=[CH:19][CH:20]=[C:3]([C:2]([F:22])([F:21])[F:1])[CH:4]=3)[CH:14]=[CH:13][CH:12]=2)=[N:29][CH:28]=1. The catalyst class is: 18.